From a dataset of Reaction yield outcomes from USPTO patents with 853,638 reactions. Predict the reaction yield, written as a fraction of the theoretical maximum amount of product (1.0 means a 100% yield; for example, 0.34 means a 34% yield). The reactants are [F:1][C:2]1([F:18])[CH2:6][N:5]([C:7]([O:9][C:10]([CH3:13])([CH3:12])[CH3:11])=[O:8])[C@H:4]([C:14]([O:16]C)=[O:15])[CH2:3]1. The catalyst is CO.O1CCCC1.[OH-].[Na+]. The product is [C:10]([O:9][C:7]([N:5]1[CH2:6][C:2]([F:1])([F:18])[CH2:3][C@H:4]1[C:14]([OH:16])=[O:15])=[O:8])([CH3:13])([CH3:11])[CH3:12]. The yield is 0.990.